This data is from Forward reaction prediction with 1.9M reactions from USPTO patents (1976-2016). The task is: Predict the product of the given reaction. (1) Given the reactants [I:1]I.[CH2:3]([O:10][C@H:11]1[C@@H:16]([O:17][CH2:18][C:19]2[CH:24]=[CH:23][CH:22]=[CH:21][CH:20]=2)[C@H:15]([O:25][CH2:26][C:27]2[CH:32]=[CH:31][CH:30]=[CH:29][CH:28]=2)[C@@H:14]([CH2:33][O:34][CH2:35][C:36]2[CH:41]=[CH:40][CH:39]=[CH:38][CH:37]=2)[O:13][C@@H:12]1[CH2:42][Hg]Cl)[C:4]1[CH:9]=[CH:8][CH:7]=[CH:6][CH:5]=1, predict the reaction product. The product is: [CH2:26]([O:25][C@H:15]1[C@H:16]([O:17][CH2:18][C:19]2[CH:24]=[CH:23][CH:22]=[CH:21][CH:20]=2)[C@H:11]([O:10][CH2:3][C:4]2[CH:9]=[CH:8][CH:7]=[CH:6][CH:5]=2)[C@@H:12]([CH2:42][I:1])[O:13][C@@H:14]1[CH2:33][O:34][CH2:35][C:36]1[CH:41]=[CH:40][CH:39]=[CH:38][CH:37]=1)[C:27]1[CH:32]=[CH:31][CH:30]=[CH:29][CH:28]=1. (2) Given the reactants C(OC(=O)[NH:7][C:8]1[O:9][CH2:10][CH2:11][C@:12]([C:16]2[CH:21]=[C:20]([NH2:22])[CH:19]=[CH:18][C:17]=2[F:23])([CH2:14][CH3:15])[N:13]=1)(C)(C)C.[N:25]1[CH:30]=[CH:29][CH:28]=[CH:27][C:26]=1[C:31](O)=[O:32], predict the reaction product. The product is: [NH2:7][C:8]1[O:9][CH2:10][CH2:11][C@:12]([C:16]2[CH:21]=[C:20]([NH:22][C:31]([C:26]3[CH:27]=[CH:28][CH:29]=[CH:30][N:25]=3)=[O:32])[CH:19]=[CH:18][C:17]=2[F:23])([CH2:14][CH3:15])[N:13]=1. (3) Given the reactants Br[C:2]1[C:3]([C:29]2[CH:34]=[CH:33][C:32]([Cl:35])=[CH:31][CH:30]=2)=[C:4]([C:21]2[CH:28]=[CH:27][C:24]([C:25]#[N:26])=[CH:23][CH:22]=2)[C:5](=[O:20])[N:6]([CH2:8][C:9]2[C:10]([CH3:19])=[N:11][C:12]([C:15]([F:18])([F:17])[F:16])=[CH:13][CH:14]=2)[N:7]=1.[NH2:36][NH2:37], predict the reaction product. The product is: [Cl:35][C:32]1[CH:33]=[CH:34][C:29]([C:3]2[C:2]([NH:36][NH2:37])=[N:7][N:6]([CH2:8][C:9]3[C:10]([CH3:19])=[N:11][C:12]([C:15]([F:18])([F:17])[F:16])=[CH:13][CH:14]=3)[C:5](=[O:20])[C:4]=2[C:21]2[CH:22]=[CH:23][C:24]([C:25]#[N:26])=[CH:27][CH:28]=2)=[CH:30][CH:31]=1. (4) Given the reactants [C:1]1(=[O:7])[CH2:6][CH2:5][CH2:4][CH:3]=[CH:2]1.[F:8][C:9]([F:20])([F:19])[C:10]1[CH:15]=[CH:14][C:13](B(O)O)=[CH:12][CH:11]=1, predict the reaction product. The product is: [F:8][C:9]([F:20])([F:19])[C:10]1[CH:15]=[CH:14][C:13]([C@@H:3]2[CH2:4][CH2:5][CH2:6][C:1](=[O:7])[CH2:2]2)=[CH:12][CH:11]=1. (5) Given the reactants Br[C:2]1[CH:30]=[CH:29][C:28]([C:31]([F:34])([F:33])[F:32])=[CH:27][C:3]=1[CH2:4][N:5]([CH2:12][C:13]1[CH:18]=[C:17]([C:19]([F:22])([F:21])[F:20])[CH:16]=[C:15]([C:23]([F:26])([F:25])[F:24])[CH:14]=1)[C:6]1[N:7]=[N:8][N:9]([CH3:11])[N:10]=1.C([Mg]Cl)(C)C.[CH:40](=[O:43])[CH2:41][CH3:42], predict the reaction product. The product is: [F:21][C:19]([F:20])([F:22])[C:17]1[CH:18]=[C:13]([CH:14]=[C:15]([C:23]([F:24])([F:25])[F:26])[CH:16]=1)[CH2:12][N:5]([CH2:4][C:3]1[CH:27]=[C:28]([C:31]([F:34])([F:32])[F:33])[CH:29]=[CH:30][C:2]=1[CH:40]([OH:43])[CH2:41][CH3:42])[C:6]1[N:7]=[N:8][N:9]([CH3:11])[N:10]=1. (6) Given the reactants [NH2:1][C:2]1[N:7]=[C:6]([N:8]2[CH2:32][CH2:31][C:11]3([CH2:15][N:14]([C:16]([O:18][CH2:19][C:20]4[CH:25]=[CH:24][CH:23]=[CH:22][CH:21]=4)=[O:17])[C@H:13]([C:26]([O:28]CC)=[O:27])[CH2:12]3)[CH2:10][CH2:9]2)[CH:5]=[C:4]([O:33][C@H:34]([C:39]2[CH:44]=[CH:43][C:42]([Br:45])=[CH:41][CH:40]=2)[C:35]([F:38])([F:37])[F:36])[N:3]=1.[OH-].[Na+], predict the reaction product. The product is: [NH2:1][C:2]1[N:7]=[C:6]([N:8]2[CH2:9][CH2:10][C:11]3([CH2:15][N:14]([C:16]([O:18][CH2:19][C:20]4[CH:25]=[CH:24][CH:23]=[CH:22][CH:21]=4)=[O:17])[C@H:13]([C:26]([OH:28])=[O:27])[CH2:12]3)[CH2:31][CH2:32]2)[CH:5]=[C:4]([O:33][C@H:34]([C:39]2[CH:40]=[CH:41][C:42]([Br:45])=[CH:43][CH:44]=2)[C:35]([F:38])([F:37])[F:36])[N:3]=1. (7) Given the reactants [N:1]1([C:7]2[S:8]/[C:9](=[CH:13]\[C:14]3[CH:19]=[CH:18][C:17]([F:20])=[CH:16][C:15]=3[OH:21])/[C:10](=[O:12])[N:11]=2)[CH2:6][CH2:5][CH2:4][CH2:3][NH:2]1.[C:22]([Cl:25])(=[O:24])[NH2:23], predict the reaction product. The product is: [ClH:25].[S:8]1[CH2:9][CH2:10][N:23]([C:22]([O:21][C:15]2[CH:16]=[C:17]([F:20])[CH:18]=[CH:19][C:14]=2/[CH:13]=[C:9]2\[C:10](=[O:12])[N:11]=[C:7]([N:1]3[CH2:6][CH2:5][CH2:4][CH2:3][NH:2]3)[S:8]\2)=[O:24])[CH2:7]1. (8) Given the reactants [Br:1][C:2]1[CH:7]=[CH:6][CH:5]=[CH:4][C:3]=1I.C([Mg]Br)(C)C.[CH3:14][Si:15]([CH3:30])([CH3:29])[CH2:16][CH2:17][S:18]([N:21]1[CH2:26][CH2:25][CH2:24][CH:23]([CH:27]=[O:28])[CH2:22]1)(=[O:20])=[O:19], predict the reaction product. The product is: [Br:1][C:2]1[CH:7]=[CH:6][CH:5]=[CH:4][C:3]=1[CH:27]([CH:23]1[CH2:24][CH2:25][CH2:26][N:21]([S:18]([CH2:17][CH2:16][Si:15]([CH3:30])([CH3:29])[CH3:14])(=[O:19])=[O:20])[CH2:22]1)[OH:28]. (9) Given the reactants [Cl:1][C:2]1[CH:10]=[CH:9][C:5]([C:6](Cl)=[O:7])=[CH:4][N:3]=1.[F:11][C:12]1[CH:18]=[CH:17][C:15]([NH2:16])=[CH:14][CH:13]=1.C(N(CC)C(C)C)(C)C, predict the reaction product. The product is: [Cl:1][C:2]1[CH:10]=[CH:9][C:5]([C:6]([NH:16][C:15]2[CH:17]=[CH:18][C:12]([F:11])=[CH:13][CH:14]=2)=[O:7])=[CH:4][N:3]=1. (10) Given the reactants [Cl-].[NH4+].[Br:3][C:4]1[CH:9]=[CH:8][C:7]([CH2:10][CH3:11])=[C:6]([N+:12]([O-])=O)[CH:5]=1, predict the reaction product. The product is: [Br:3][C:4]1[CH:9]=[CH:8][C:7]([CH2:10][CH3:11])=[C:6]([CH:5]=1)[NH2:12].